From a dataset of Reaction yield outcomes from USPTO patents with 853,638 reactions. Predict the reaction yield, written as a fraction of the theoretical maximum amount of product (1.0 means a 100% yield; for example, 0.34 means a 34% yield). (1) The reactants are [O:1]=[C:2]1[CH:6]=[CH:5][C:4](=[O:7])[N:3]1[CH2:8][CH:9]([S:14]([OH:17])(=[O:16])=[O:15])[CH2:10][C:11]([OH:13])=[O:12].C(Cl)CCl.O[N:23]1[C:27](=[O:28])[CH2:26][CH2:25][C:24]1=[O:29]. The catalyst is CC(N(C)C)=O. The product is [O:7]=[C:4]1[CH:5]=[CH:6][C:2](=[O:1])[N:3]1[CH2:8][CH:9]([S:14]([OH:17])(=[O:15])=[O:16])[CH2:10][C:11]([O:13][N:23]1[C:27](=[O:28])[CH2:26][CH2:25][C:24]1=[O:29])=[O:12]. The yield is 0.750. (2) The reactants are [CH3:1][C:2]1(B(O)O)[CH:6]=[C:5]([CH3:7])[O:4][NH:3]1.[Cl:11][C:12]1[N:17]=[C:16](Cl)[C:15]2[CH2:19][CH2:20][CH2:21][C:14]=2[N:13]=1.N#N.C1(P(C2C=CC=CC=2)C2C=CC=CC=2)C=CC=CC=1.C(=O)([O-])[O-].[Na+].[Na+]. The catalyst is O1CCCC1.O.C([O-])(=O)C.[Pd+2].C([O-])(=O)C. The product is [Cl:11][C:12]1[N:17]=[C:16]([C:6]2[C:2]([CH3:1])=[N:3][O:4][C:5]=2[CH3:7])[C:15]2[CH2:19][CH2:20][CH2:21][C:14]=2[N:13]=1. The yield is 0.530.